From a dataset of Experimentally validated miRNA-target interactions with 360,000+ pairs, plus equal number of negative samples. Binary Classification. Given a miRNA mature sequence and a target amino acid sequence, predict their likelihood of interaction. (1) The miRNA is rno-miR-132-3p with sequence UAACAGUCUACAGCCAUGGUCG. The protein sequence of the target gene is MPARPGRLLPLLARPAALTALLLLLLGHGGGGRWGARAQEAAAAAADGPPAADGEDGQDPHSKHLYTADMFTHGIQSAAHFVMFFAPWCGHCQRLQPTWNDLGDKYNSMEDAKVYVAKVDCTAHSDVCSAQGVRGYPTLKLFKPGQEAVKYQGPRDFQTLENWMLQTLNEEPVTPEPEVEPPSAPELKQGLYELSASNFELHVAQGDHFIKFFAPWCGHCKALAPTWEQLALGLEHSETVKIGKVDCTQHYELCSGNQVRGYPTLLWFRDGKKVDQYKGKRDLESLREYVESQLQRTETG.... Result: 0 (no interaction). (2) The miRNA is hsa-miR-26a-5p with sequence UUCAAGUAAUCCAGGAUAGGCU. The protein sequence of the target gene is MRGRLCVGRAAAAAAAVAVPLAGGQEGSPGGGRRGSRGTTMVKKRKGRVVIDSDTEDSGSDENLDQELLSLAKRKRSDSEEKEPPVSQPAASSDSETSDSDDEWTFGSNKNKKKGKARKIEKKGTMKKQANKTASSGSSDKDSSAESSAPEEGEVSDSDSNSSSSSSDSDSSSEDEEFHDGYGEDLMGDEEDRARLEQMTEKEREQELFNRIEKREVLKRRFEIKKKLKTAKKKEKKEKKKKQEEEQEKKKLTQIQESQVTSHNKERRSKRDEKLDKKSQAMEELKAEREKRKNRTAELL.... Result: 1 (interaction). (3) The miRNA is hsa-miR-4732-3p with sequence GCCCUGACCUGUCCUGUUCUG. The protein sequence of the target gene is MPRVYIGRLSYQARERDVERFFKGYGKILEVDLKNGYGFVEFDDLRDADDAVYELNGKDLCGERVIVEHARGPRRDGSYGSGRSGYGYRRSGRDKYGPPTRTEYRLIVENLSSRCSWQDLKDYMRQAGEVTYADAHKGRKNEGVIEFVSYSDMKRALEKLDGTEVNGRKIRLVEDKPGSRRRRSYSRSRSHSRSRSRSRHSRKSRSRSGSSKSSHSKSRSRSRSGSRSRSKSRSRSQSRSRSKKEKSRSPSKEKSRSRSHSAGKSRSKSKDQAEEKIQNNDNVGKPKSRSPSRHKSKSKS.... Result: 0 (no interaction). (4) The miRNA is hsa-miR-1252-5p with sequence AGAAGGAAAUUGAAUUCAUUUA. The protein sequence of the target gene is MGIQPSPVLLASLGVGLLTLLGLALGTYLVRRSRRPQVTLQDPDEKYLLRLLDKTTVSHNTRRFRFALPTAHHILGLPVGKHVYLSARIDGSLVIRPYTPVTSDEDQGYVDLVIKVYLKGVHPKFPEGGKMSQYLDSLKIGDMVEFRGPSGLLSYAGKGNFNIQPNKKSPPELRVAKKLGMIAGGTGITPMLQLIRAILKVPEDPTQCFLLFANQTERDIILREDLEELQAQYPNRFKLWFTLDSPPEDWTYSKGFVTADMIQEHLPAPAEDVLLLLCGPPPMVQLACHPNLDKLGYSQK.... Result: 0 (no interaction). (5) The miRNA is hsa-miR-6871-5p with sequence CAUGGGAGUUCGGGGUGGUUGC. The protein sequence of the target gene is MALLRKINQVLLFLLIVTLCVILYKKVHKGTVPKNDADDESETPEELEEEIPVVICAAAGRMGATMAAINSIYSNTDANILFYVVGLRNTLTRIRKWIEHSKLREINFKIVEFNPMVLKGKIRPDSSRPELLQPLNFVRFYLPLLIHQHEKVIYLDDDVIVQGDIQELYDTTLALGHAAAFSDDCDLPSAQDINRLVGLQNTYMGYLDYRKKAIKDLGISPSTCSFNPGVIVANMTEWKHQRITKQLEKWMQKNVEENLYSSSLGGGVATSPMLIVFHGKYSTINPLWHIRHLGWNPDAR.... Result: 0 (no interaction). (6) The miRNA is hsa-miR-367-5p with sequence ACUGUUGCUAAUAUGCAACUCU. The protein sequence of the target gene is MAYHGLTVPLIVMSVFWGFVGFLVPWFIPKGPNRGVIITMLVTCSVCCYLFWLIAILAQLNPLFGPQLKNETIWYLKYHWP. Result: 1 (interaction).